From a dataset of Reaction yield outcomes from USPTO patents with 853,638 reactions. Predict the reaction yield, written as a fraction of the theoretical maximum amount of product (1.0 means a 100% yield; for example, 0.34 means a 34% yield). The reactants are C(O)=O.[CH3:4][N:5]([CH2:7][C:8]1[CH:25]=[CH:24][C:11]([O:12][CH:13]2[CH2:16][N:15](C(OC(C)(C)C)=O)[CH2:14]2)=[C:10]([CH3:26])[CH:9]=1)[CH3:6]. The product is [NH:15]1[CH2:14][CH:13]([O:12][C:11]2[CH:24]=[CH:25][C:8]([CH2:7][N:5]([CH3:6])[CH3:4])=[CH:9][C:10]=2[CH3:26])[CH2:16]1. The yield is 0.780. The catalyst is Cl.CO.